From a dataset of Catalyst prediction with 721,799 reactions and 888 catalyst types from USPTO. Predict which catalyst facilitates the given reaction. (1) Reactant: Cl.Cl.[CH:3]1([CH2:9][O:10][C:11]2[C:12]3[N:13]([C:17]([C:21]([NH:23][CH2:24][C:25]4([C:31]([O:33][CH3:34])=[O:32])[CH2:30][CH2:29][NH:28][CH2:27][CH2:26]4)=[O:22])=[C:18]([CH3:20])[N:19]=3)[CH:14]=[CH:15][CH:16]=2)[CH2:8][CH2:7][CH2:6][CH2:5][CH2:4]1.C(N(CC)CC)C.ClCCl.[C:45](Cl)(=[O:47])[CH3:46]. Product: [C:45]([N:28]1[CH2:29][CH2:30][C:25]([CH2:24][NH:23][C:21]([C:17]2[N:13]3[CH:14]=[CH:15][CH:16]=[C:11]([O:10][CH2:9][CH:3]4[CH2:8][CH2:7][CH2:6][CH2:5][CH2:4]4)[C:12]3=[N:19][C:18]=2[CH3:20])=[O:22])([C:31]([O:33][CH3:34])=[O:32])[CH2:26][CH2:27]1)(=[O:47])[CH3:46]. The catalyst class is: 84. (2) Reactant: [Cl:1][C:2]1[CH:10]=[C:9]([N+:11]([O-:13])=[O:12])[C:8]([N+:14]([O-:16])=[O:15])=[CH:7][C:3]=1[C:4]([OH:6])=O.S(Cl)(Cl)=O.[CH:21]1([NH2:24])[CH2:23][CH2:22]1. Product: [Cl:1][C:2]1[CH:10]=[C:9]([N+:11]([O-:13])=[O:12])[C:8]([N+:14]([O-:16])=[O:15])=[CH:7][C:3]=1[C:4]([NH:24][CH:21]1[CH2:23][CH2:22]1)=[O:6]. The catalyst class is: 26.